This data is from Reaction yield outcomes from USPTO patents with 853,638 reactions. The task is: Predict the reaction yield, written as a fraction of the theoretical maximum amount of product (1.0 means a 100% yield; for example, 0.34 means a 34% yield). (1) The reactants are FC(F)(F)S(O[C:7]1[C:11]2[CH2:12][N:13]([C:16](=[O:25])[CH2:17][O:18][C:19]3[CH:24]=[CH:23][CH:22]=[CH:21][CH:20]=3)[CH2:14][CH2:15][C:10]=2[NH:9][N:8]=1)(=O)=O.[F:28][C:29]1[CH:30]=[C:31](B(O)O)[CH:32]=[CH:33][CH:34]=1.[O-]P([O-])([O-])=O.[K+].[K+].[K+].O. The catalyst is O1CCOCC1.C1C=CC(P(C2C=CC=CC=2)[C-]2C=CC=C2)=CC=1.C1C=CC(P(C2C=CC=CC=2)[C-]2C=CC=C2)=CC=1.Cl[Pd]Cl.[Fe+2].C1C=CC(P(C2C=CC=CC=2)[C-]2C=CC=C2)=CC=1.C1C=CC(P(C2C=CC=CC=2)[C-]2C=CC=C2)=CC=1.[Fe+2]. The product is [F:28][C:29]1[CH:34]=[C:33]([C:7]2[C:11]3[CH2:12][N:13]([C:16](=[O:25])[CH2:17][O:18][C:19]4[CH:20]=[CH:21][CH:22]=[CH:23][CH:24]=4)[CH2:14][CH2:15][C:10]=3[NH:9][N:8]=2)[CH:32]=[CH:31][CH:30]=1. The yield is 0.257. (2) The reactants are C([O:8][C:9]1[CH:18]=[C:17]2[C:12]([C:13]([NH:19][C:20]3[C:25]([F:26])=[CH:24][C:23]([Cl:27])=[CH:22][C:21]=3[F:28])=[N:14][CH:15]=[N:16]2)=[CH:11][C:10]=1[O:29][CH3:30])C1C=CC=CC=1. The catalyst is C(O)(C(F)(F)F)=O. The product is [Cl:27][C:23]1[CH:22]=[C:21]([F:28])[C:20]([NH:19][C:13]2[C:12]3[C:17](=[CH:18][C:9]([OH:8])=[C:10]([O:29][CH3:30])[CH:11]=3)[N:16]=[CH:15][N:14]=2)=[C:25]([F:26])[CH:24]=1. The yield is 0.800. (3) The reactants are [C:1]1([C:22]2[CH:27]=[CH:26][CH:25]=[CH:24][CH:23]=2)[CH:6]=[CH:5][CH:4]=[CH:3][C:2]=1[C:7]1[C:8]2[C:13]([C:14](Br)=[C:15]3[C:20]=1[CH:19]=[CH:18][CH:17]=[CH:16]3)=[CH:12][CH:11]=[CH:10][CH:9]=2.[CH:28]([C:30]1[CH:31]=[C:32](B(O)O)[CH:33]=[CH:34][CH:35]=1)=[CH2:29]. No catalyst specified. The product is [C:1]1([C:22]2[CH:27]=[CH:26][CH:25]=[CH:24][CH:23]=2)[CH:6]=[CH:5][CH:4]=[CH:3][C:2]=1[C:7]1[C:8]2[C:13]([C:14]([C:34]3[CH:33]=[CH:32][CH:31]=[C:30]([CH:28]=[CH2:29])[CH:35]=3)=[C:15]3[C:20]=1[CH:19]=[CH:18][CH:17]=[CH:16]3)=[CH:12][CH:11]=[CH:10][CH:9]=2. The yield is 0.630. (4) The reactants are [NH2:1][C:2]1[C:7]2[C:8]([C:18]([NH:20][CH3:21])=[O:19])=[C:9]([C:11]3[CH:16]=[CH:15][C:14]([F:17])=[CH:13][CH:12]=3)[O:10][C:6]=2[CH:5]=[CH:4][C:3]=1[C:22]1[CH:27]=[CH:26][CH:25]=[C:24]([C:28](=[O:39])[NH:29][C:30]([C:33]2[CH:38]=[CH:37][CH:36]=[CH:35][CH:34]=2)([CH3:32])[CH3:31])[CH:23]=1.[C:40](Cl)(=[O:42])[CH3:41]. The catalyst is N1C=CC=CC=1. The product is [C:40]([NH:1][C:2]1[C:7]2[C:8]([C:18]([NH:20][CH3:21])=[O:19])=[C:9]([C:11]3[CH:16]=[CH:15][C:14]([F:17])=[CH:13][CH:12]=3)[O:10][C:6]=2[CH:5]=[CH:4][C:3]=1[C:22]1[CH:27]=[CH:26][CH:25]=[C:24]([C:28](=[O:39])[NH:29][C:30]([C:33]2[CH:34]=[CH:35][CH:36]=[CH:37][CH:38]=2)([CH3:32])[CH3:31])[CH:23]=1)(=[O:42])[CH3:41]. The yield is 0.340. (5) The reactants are [NH2:1][C:2]1[C:10]([O:11][CH3:12])=[CH:9][CH:8]=[CH:7][C:3]=1[C:4](O)=[O:5].CC[N:15](C(C)C)C(C)C.N.CO.CCN=C=NCCCN(C)C.ON1C2C=CC=CC=2N=N1. The catalyst is CN(C=O)C.O. The product is [NH2:1][C:2]1[C:10]([O:11][CH3:12])=[CH:9][CH:8]=[CH:7][C:3]=1[C:4]([NH2:15])=[O:5]. The yield is 0.760. (6) The reactants are C([O:3][C:4]([C:6]1[C:10]([C:11](=O)[C:12]2[CH:17]=[CH:16][C:15]([O:18][CH3:19])=[CH:14][CH:13]=2)=[C:9]([CH3:21])[O:8][N:7]=1)=O)C.O.[NH2:23][NH2:24]. The catalyst is C(O)C. The product is [CH3:19][O:18][C:15]1[CH:16]=[CH:17][C:12]([C:11]2[C:10]3[C:6](=[N:7][O:8][C:9]=3[CH3:21])[C:4](=[O:3])[NH:23][N:24]=2)=[CH:13][CH:14]=1. The yield is 0.920.